Dataset: Reaction yield outcomes from USPTO patents with 853,638 reactions. Task: Predict the reaction yield, written as a fraction of the theoretical maximum amount of product (1.0 means a 100% yield; for example, 0.34 means a 34% yield). (1) The reactants are [CH:1]1([N:6]([CH2:14][C:15]2[CH:20]=[CH:19][CH:18]=[C:17]([O:21][CH2:22][CH:23]3[CH2:25][O:24]3)[CH:16]=2)[C:7](=[O:13])[O:8][C:9]([CH3:12])([CH3:11])[CH3:10])[CH2:5][CH2:4][CH2:3][CH2:2]1.[CH2:26]1[C:34]2[C:29](=[CH:30][CH:31]=[CH:32][CH:33]=2)[CH2:28][NH:27]1. The catalyst is CCO. The product is [CH:1]1([N:6]([CH2:14][C:15]2[CH:20]=[CH:19][CH:18]=[C:17]([O:21][CH2:22][CH:23]([OH:24])[CH2:25][N:27]3[CH2:28][C:29]4[C:34](=[CH:33][CH:32]=[CH:31][CH:30]=4)[CH2:26]3)[CH:16]=2)[C:7](=[O:13])[O:8][C:9]([CH3:11])([CH3:10])[CH3:12])[CH2:2][CH2:3][CH2:4][CH2:5]1. The yield is 0.550. (2) The reactants are [O:1]1[C:5]2([CH2:10][CH2:9][CH:8]([NH:11][C:12]3[NH:16][N:15]=[CH:14][CH:13]=3)[CH2:7][CH2:6]2)[O:4][CH2:3][CH2:2]1.N12CCCN=C1CCCCC2.[C:28]([C:30]1[CH:35]=[CH:34][CH:33]=[CH:32][C:31]=1[C:36]1[CH:41]=[CH:40][C:39]([CH2:42][CH:43]([C:49](=O)[CH2:50][CH2:51][CH3:52])[C:44](OCC)=[O:45])=[C:38]([F:54])[CH:37]=1)#[N:29].C(OCC)(=O)C. The catalyst is CCN(C1C=CC=CC=1)CC.O. The product is [O:4]1[C:5]2([CH2:6][CH2:7][CH:8]([N:11]3[C:44](=[O:45])[C:43]([CH2:42][C:39]4[CH:40]=[CH:41][C:36]([C:31]5[C:30]([C:28]#[N:29])=[CH:35][CH:34]=[CH:33][CH:32]=5)=[CH:37][C:38]=4[F:54])=[C:49]([CH2:50][CH2:51][CH3:52])[N:16]4[N:15]=[CH:14][CH:13]=[C:12]34)[CH2:9][CH2:10]2)[O:1][CH2:2][CH2:3]1. The yield is 0.750.